From a dataset of Reaction yield outcomes from USPTO patents with 853,638 reactions. Predict the reaction yield, written as a fraction of the theoretical maximum amount of product (1.0 means a 100% yield; for example, 0.34 means a 34% yield). (1) The reactants are [OH:1][C:2]12[CH2:11][CH:6]3[CH2:7][CH:8]([CH2:10][CH:4]([C:5]3=[O:12])[CH2:3]1)[CH2:9]2.[CH2:13](Br)[CH:14]=[CH2:15]. No catalyst specified. The product is [CH2:15]([C:5]1([OH:12])[CH:6]2[CH2:11][C:2]3([OH:1])[CH2:9][CH:8]([CH2:10][CH:4]1[CH2:3]3)[CH2:7]2)[CH:14]=[CH2:13]. The yield is 1.00. (2) The reactants are [CH3:1][C:2]1[N:7]=[CH:6][C:5]([O:8][C:9]2[N:14]=[CH:13][C:12]([NH2:15])=[CH:11][CH:10]=2)=[CH:4][CH:3]=1.[NH:16]1[C:24]2[C:19](=[CH:20][CH:21]=[CH:22][CH:23]=2)[C:18]([C:25](O)=[O:26])=[CH:17]1.C1CCC(N=C=NC2CCCCC2)CC1. The catalyst is CN(C=O)C. The product is [CH3:1][C:2]1[N:7]=[CH:6][C:5]([O:8][C:9]2[N:14]=[CH:13][C:12]([NH:15][C:25]([C:18]3[C:19]4[C:24](=[CH:23][CH:22]=[CH:21][CH:20]=4)[NH:16][CH:17]=3)=[O:26])=[CH:11][CH:10]=2)=[CH:4][CH:3]=1. The yield is 0.660. (3) The reactants are [CH2:1]([C:3]1[N:4]([C:28]2[CH:33]=[CH:32][C:31]([C:34]([OH:37])([CH3:36])[CH3:35])=[CH:30][CH:29]=2)[C:5](=[O:27])[C:6]([CH2:12][C:13]2[CH:18]=[CH:17][C:16]([C:19]3[C:20]([C:25]#[N:26])=[CH:21][CH:22]=[CH:23][CH:24]=3)=[CH:15][CH:14]=2)=[C:7]([CH2:9][CH2:10][CH3:11])[N:8]=1)[CH3:2].[H-].[Na+].[CH3:40]I. The catalyst is CN(C)C=O.C(OCC)(=O)C. The product is [CH2:1]([C:3]1[N:4]([C:28]2[CH:33]=[CH:32][C:31]([C:34]([O:37][CH3:40])([CH3:35])[CH3:36])=[CH:30][CH:29]=2)[C:5](=[O:27])[C:6]([CH2:12][C:13]2[CH:14]=[CH:15][C:16]([C:19]3[C:20]([C:25]#[N:26])=[CH:21][CH:22]=[CH:23][CH:24]=3)=[CH:17][CH:18]=2)=[C:7]([CH2:9][CH2:10][CH3:11])[N:8]=1)[CH3:2]. The yield is 0.320.